This data is from NCI-60 drug combinations with 297,098 pairs across 59 cell lines. The task is: Regression. Given two drug SMILES strings and cell line genomic features, predict the synergy score measuring deviation from expected non-interaction effect. (1) Drug 1: CC1=C2C(C(=O)C3(C(CC4C(C3C(C(C2(C)C)(CC1OC(=O)C(C(C5=CC=CC=C5)NC(=O)C6=CC=CC=C6)O)O)OC(=O)C7=CC=CC=C7)(CO4)OC(=O)C)O)C)OC(=O)C. Drug 2: C1=NC2=C(N1)C(=S)N=CN2. Cell line: OVCAR3. Synergy scores: CSS=60.6, Synergy_ZIP=-6.45, Synergy_Bliss=-8.21, Synergy_Loewe=-4.83, Synergy_HSA=-2.78. (2) Drug 1: CC12CCC3C(C1CCC2=O)CC(=C)C4=CC(=O)C=CC34C. Drug 2: COC1=CC(=CC(=C1O)OC)C2C3C(COC3=O)C(C4=CC5=C(C=C24)OCO5)OC6C(C(C7C(O6)COC(O7)C8=CC=CS8)O)O. Cell line: CCRF-CEM. Synergy scores: CSS=73.3, Synergy_ZIP=-1.11, Synergy_Bliss=-4.40, Synergy_Loewe=-4.90, Synergy_HSA=-3.58. (3) Drug 1: CC1C(C(CC(O1)OC2CC(CC3=C2C(=C4C(=C3O)C(=O)C5=C(C4=O)C(=CC=C5)OC)O)(C(=O)C)O)N)O.Cl. Drug 2: N.N.Cl[Pt+2]Cl. Cell line: A549. Synergy scores: CSS=6.21, Synergy_ZIP=-8.24, Synergy_Bliss=-11.1, Synergy_Loewe=-29.9, Synergy_HSA=-12.8.